This data is from Reaction yield outcomes from USPTO patents with 853,638 reactions. The task is: Predict the reaction yield, written as a fraction of the theoretical maximum amount of product (1.0 means a 100% yield; for example, 0.34 means a 34% yield). The reactants are CN.C(O)C.[CH:6]([N:9](CC)C(C)C)(C)C.[Cl:15][C:16]1[N:21]=[C:20](Cl)[C:19]([N+:23]([O-:25])=[O:24])=[CH:18][N:17]=1. The catalyst is ClCCl. The product is [Cl:15][C:16]1[N:21]=[C:20]([NH:9][CH3:6])[C:19]([N+:23]([O-:25])=[O:24])=[CH:18][N:17]=1. The yield is 0.854.